Dataset: Retrosynthesis with 50K atom-mapped reactions and 10 reaction types from USPTO. Task: Predict the reactants needed to synthesize the given product. (1) Given the product CCC(=O)NCc1ccc(-c2cc(NC(=O)C3(c4ccc5c(c4)OCO5)CC3)ccc2C)cc1, predict the reactants needed to synthesize it. The reactants are: CCC(=O)Cl.Cc1ccc(NC(=O)C2(c3ccc4c(c3)OCO4)CC2)cc1-c1ccc(CN)cc1. (2) Given the product O=[N+]([O-])c1cc(CN2CCN(C(c3ccccc3)c3ccccc3)CC2)ccc1Cl, predict the reactants needed to synthesize it. The reactants are: O=[N+]([O-])c1cc(CCl)ccc1Cl.c1ccc(C(c2ccccc2)N2CCNCC2)cc1.